Dataset: Full USPTO retrosynthesis dataset with 1.9M reactions from patents (1976-2016). Task: Predict the reactants needed to synthesize the given product. Given the product [OH:14][C:13]1[CH:20]=[C:19]([CH2:21][CH2:22][S:23][C:24]2[CH:29]=[CH:28][CH:27]=[CH:26][CH:25]=2)[O:18][C:10](=[O:11])[C:9]=1[C:2]1[C:3]([CH3:8])=[CH:4][C:5]([CH3:7])=[CH:6][C:1]=1[CH3:15], predict the reactants needed to synthesize it. The reactants are: [C:1]1([CH3:15])[CH:6]=[C:5]([CH3:7])[CH:4]=[C:3]([CH3:8])[C:2]=1[C:9](=[C:13]=[O:14])[C:10](Cl)=[O:11].C[Si](C)(C)[O:18][C:19]([CH2:21][CH2:22][S:23][C:24]1[CH:29]=[CH:28][CH:27]=[CH:26][CH:25]=1)=[CH2:20].